Dataset: NCI-60 drug combinations with 297,098 pairs across 59 cell lines. Task: Regression. Given two drug SMILES strings and cell line genomic features, predict the synergy score measuring deviation from expected non-interaction effect. (1) Drug 1: CC(CN1CC(=O)NC(=O)C1)N2CC(=O)NC(=O)C2. Synergy scores: CSS=2.86, Synergy_ZIP=0.101, Synergy_Bliss=1.83, Synergy_Loewe=1.66, Synergy_HSA=1.71. Cell line: SNB-75. Drug 2: CN(CCCl)CCCl.Cl. (2) Drug 1: CC(C)CN1C=NC2=C1C3=CC=CC=C3N=C2N. Drug 2: C(CCl)NC(=O)N(CCCl)N=O. Cell line: NCI-H226. Synergy scores: CSS=0.124, Synergy_ZIP=-1.18, Synergy_Bliss=-2.32, Synergy_Loewe=-5.03, Synergy_HSA=-2.65.